Dataset: Reaction yield outcomes from USPTO patents with 853,638 reactions. Task: Predict the reaction yield, written as a fraction of the theoretical maximum amount of product (1.0 means a 100% yield; for example, 0.34 means a 34% yield). (1) The reactants are [F:1][C:2]1[CH:7]=[C:6]([F:8])[CH:5]=[CH:4][C:3]=1[CH2:9][NH:10][C:11]([C:13]1[C:14](=[O:40])[C:15]([O:32]CC2C=CC=CC=2)=[C:16]2[C:29](=[O:30])[N:20]3[CH:21]4[CH2:28][CH2:27][CH2:26][CH2:25][CH:22]4[CH2:23][O:24][CH:19]3[CH2:18][N:17]2[CH:31]=1)=[O:12].[H][H].CO.ClCCl. The catalyst is O1CCCC1.[Pd]. The product is [F:1][C:2]1[CH:7]=[C:6]([F:8])[CH:5]=[CH:4][C:3]=1[CH2:9][NH:10][C:11]([C:13]1[C:14](=[O:40])[C:15]([OH:32])=[C:16]2[C:29](=[O:30])[N:20]3[CH:21]4[CH2:28][CH2:27][CH2:26][CH2:25][CH:22]4[CH2:23][O:24][CH:19]3[CH2:18][N:17]2[CH:31]=1)=[O:12]. The yield is 0.730. (2) The reactants are [CH3:1][S:2]([CH:5]([CH3:8])[C:6]#[N:7])(=[O:4])=[O:3].C(=O)([O-])[O-].[Cs+].[Cs+].Br[CH2:16][CH2:17][CH:18]=[CH2:19]. The catalyst is C(#N)C. The product is [CH3:8][C:5]([S:2]([CH3:1])(=[O:4])=[O:3])([CH2:19][CH2:18][CH:17]=[CH2:16])[C:6]#[N:7]. The yield is 0.930.